This data is from Forward reaction prediction with 1.9M reactions from USPTO patents (1976-2016). The task is: Predict the product of the given reaction. (1) Given the reactants Cl[C:2]1[C:7]([CH3:8])=[C:6]([Cl:9])[N:5]=[CH:4][C:3]=1[C:10]([N:12]1[CH2:17][CH2:16][CH:15]([C:18]2[CH:23]=[CH:22][C:21]([F:24])=[CH:20][CH:19]=2)[CH2:14][CH2:13]1)=[O:11].[Cl:25][C:26]1[CH:32]=[CH:31][C:29]([NH2:30])=[C:28]([CH3:33])[CH:27]=1, predict the reaction product. The product is: [Cl:9][C:6]1[N:5]=[CH:4][C:3]([C:10]([N:12]2[CH2:13][CH2:14][CH:15]([C:18]3[CH:19]=[CH:20][C:21]([F:24])=[CH:22][CH:23]=3)[CH2:16][CH2:17]2)=[O:11])=[C:2]([NH:30][C:29]2[CH:31]=[CH:32][C:26]([Cl:25])=[CH:27][C:28]=2[CH3:33])[C:7]=1[CH3:8]. (2) Given the reactants [C:1]1([O:7][CH3:8])[CH:6]=[CH:5][CH:4]=[CH:3][CH:2]=1.C1(C)C=CC=CC=1.[Cl:16][CH2:17][CH2:18][CH2:19][C:20](Cl)=[O:21], predict the reaction product. The product is: [Cl:16][CH2:17][CH2:18][CH2:19][C:20]([C:4]1[CH:5]=[CH:6][C:1]([O:7][CH3:8])=[CH:2][CH:3]=1)=[O:21].